This data is from Reaction yield outcomes from USPTO patents with 853,638 reactions. The task is: Predict the reaction yield, written as a fraction of the theoretical maximum amount of product (1.0 means a 100% yield; for example, 0.34 means a 34% yield). (1) The reactants are [NH2:1][C:2]1[S:6][N:5]=[C:4]([CH3:7])[C:3]=1[C:8]([NH:10][C:11]1[CH:16]=[CH:15][CH:14]=[CH:13][C:12]=1[CH2:17][CH3:18])=[O:9].Br[C:20]1[CH:25]=[C:24]([C:26]([F:29])([F:28])[F:27])[CH:23]=[CH:22][N:21]=1.C(=O)([O-])[O-].[Cs+].[Cs+].CC1(C)C2C(=C(P(C3C=CC=CC=3)C3C=CC=CC=3)C=CC=2)OC2C(P(C3C=CC=CC=3)C3C=CC=CC=3)=CC=CC1=2. The catalyst is O1CCOCC1.CN(C=O)C.C([O-])(=O)C.[Pd+2].C([O-])(=O)C. The product is [CH2:17]([C:12]1[CH:13]=[CH:14][CH:15]=[CH:16][C:11]=1[NH:10][C:8]([C:3]1[C:4]([CH3:7])=[N:5][S:6][C:2]=1[NH:1][C:20]1[CH:25]=[C:24]([C:26]([F:29])([F:28])[F:27])[CH:23]=[CH:22][N:21]=1)=[O:9])[CH3:18]. The yield is 0.0400. (2) The reactants are Br[C:2]1[CH:3]=[C:4]2[C:8](=[CH:9][CH:10]=1)[N:7]=[CH:6][C:5]12[CH2:13][CH2:12][CH2:11]1.[CH3:14][N:15]1[CH:19]=[C:18](B2OC(C)(C)C(C)(C)O2)[CH:17]=[N:16]1.C([O-])([O-])=O.[K+].[K+].O. The catalyst is O1CCOCC1.O.C1C=CC(P(C2C=CC=CC=2)[C-]2C=CC=C2)=CC=1.C1C=CC(P(C2C=CC=CC=2)[C-]2C=CC=C2)=CC=1.Cl[Pd]Cl.[Fe+2]. The product is [CH3:14][N:15]1[CH:19]=[C:18]([C:2]2[CH:3]=[C:4]3[C:8](=[CH:9][CH:10]=2)[N:7]=[CH:6][C:5]23[CH2:13][CH2:12][CH2:11]2)[CH:17]=[N:16]1. The yield is 0.540. (3) The reactants are [CH3:1][O:2][C:3]([C:5]1[S:6][C:7]([C:11]#[C:12][C:13]([CH3:16])([CH3:15])[CH3:14])=[CH:8][C:9]=1I)=[O:4].C1C=CC(P(C2C(C3C(P(C4C=CC=CC=4)C4C=CC=CC=4)=CC=C4C=3C=CC=C4)=C3C(C=CC=C3)=CC=2)C2C=CC=CC=2)=CC=1.C(=O)([O-])[O-].[Cs+].[Cs+].[O:69]1[C:73]2([CH2:78][CH2:77][CH:76]([NH2:79])[CH2:75][CH2:74]2)[O:72][CH2:71][CH2:70]1. The catalyst is C1(C)C=CC=CC=1.C([O-])(=O)C.[Pd+2].C([O-])(=O)C. The yield is 0.500. The product is [CH3:1][O:2][C:3]([C:5]1[S:6][C:7]([C:11]#[C:12][C:13]([CH3:16])([CH3:15])[CH3:14])=[CH:8][C:9]=1[NH:79][CH:76]1[CH2:77][CH2:78][C:73]2([O:69][CH2:70][CH2:71][O:72]2)[CH2:74][CH2:75]1)=[O:4]. (4) The reactants are [C:1]([C:3]#[C:4][C:5]1[CH:13]=[CH:12][C:8]([C:9]([OH:11])=[O:10])=[CH:7][CH:6]=1)#[N:2].[F:14][C:15]1[C:20]([F:21])=[C:19](O)[C:18]([F:23])=[C:17]([F:24])[C:16]=1[S:25]([O-:28])(=[O:27])=[O:26].[Na+:29].C1CCC(N=C=NC2CCCCC2)CC1. The catalyst is CN(C=O)C. The product is [C:1]([C:3]#[C:4][C:5]1[CH:13]=[CH:12][C:8]([C:9]([O:11][C:19]2[C:20]([F:21])=[C:15]([F:14])[C:16]([S:25]([O-:28])(=[O:26])=[O:27])=[C:17]([F:24])[C:18]=2[F:23])=[O:10])=[CH:7][CH:6]=1)#[N:2].[Na+:29]. The yield is 0.540. (5) The yield is 0.690. The product is [CH3:16][C:7]1[CH:6]([C:4]([O:3][CH2:1][CH3:2])=[O:5])[CH2:10][C:9](=[O:11])[CH:8]=1. The catalyst is C1(C)C=CC=CC=1.O. The reactants are [CH2:1]([O:3][C:4]([C:6]1[CH2:10][C:9]([O-:11])=[C:8](C(OC)=O)[C:7]=1[CH3:16])=[O:5])[CH3:2].[Na+].[Cl-].[K+].CC(O)=O.C([O-])(O)=O.[Na+]. (6) The reactants are [CH2:1]([O:8][C:9]1[C:10]([CH3:26])=[C:11]([CH:15]([C:17]2[C:25]3[C:20](=[N:21][CH:22]=[CH:23][CH:24]=3)[NH:19][CH:18]=2)[OH:16])[CH:12]=[CH:13][CH:14]=1)[C:2]1[CH:7]=[CH:6][CH:5]=[CH:4][CH:3]=1.CC(OI1(OC(C)=O)(OC(C)=O)OC(=O)C2C=CC=CC1=2)=O. The catalyst is O1CCCC1. The product is [CH2:1]([O:8][C:9]1[C:10]([CH3:26])=[C:11]([C:15]([C:17]2[C:25]3[C:20](=[N:21][CH:22]=[CH:23][CH:24]=3)[NH:19][CH:18]=2)=[O:16])[CH:12]=[CH:13][CH:14]=1)[C:2]1[CH:7]=[CH:6][CH:5]=[CH:4][CH:3]=1. The yield is 0.900. (7) The yield is 0.480. The product is [Cl:20][C:21]1[CH:26]=[CH:25][C:24]([O:27][CH2:2][C:3]([N:5]2[CH2:9][C@@H:8]3[CH2:10][N:11]([C:13]([O:15][C:16]([CH3:19])([CH3:18])[CH3:17])=[O:14])[CH2:12][C@@H:7]3[CH2:6]2)=[O:4])=[C:23]([CH3:28])[CH:22]=1. The reactants are Br[CH2:2][C:3]([N:5]1[CH2:9][C@@H:8]2[CH2:10][N:11]([C:13]([O:15][C:16]([CH3:19])([CH3:18])[CH3:17])=[O:14])[CH2:12][C@@H:7]2[CH2:6]1)=[O:4].[Cl:20][C:21]1[CH:26]=[CH:25][C:24]([OH:27])=[C:23]([CH3:28])[CH:22]=1.C(=O)([O-])[O-].[Cs+].[Cs+]. The catalyst is CN(C)C=O.